This data is from Full USPTO retrosynthesis dataset with 1.9M reactions from patents (1976-2016). The task is: Predict the reactants needed to synthesize the given product. (1) The reactants are: Br[C:2]1[CH:3]=[C:4]([C:12]([O:14][CH3:15])=[O:13])[C:5]2[C:10]([CH:11]=1)=[CH:9][CH:8]=[CH:7][CH:6]=2.[CH:16](B1OC(C)(C)C(C)(C)O1)=[CH2:17].CN(C=O)C.C([O-])([O-])=O.[Na+].[Na+]. Given the product [CH:16]([C:2]1[CH:3]=[C:4]([C:12]([O:14][CH3:15])=[O:13])[C:5]2[C:10]([CH:11]=1)=[CH:9][CH:8]=[CH:7][CH:6]=2)=[CH2:17], predict the reactants needed to synthesize it. (2) Given the product [C:47]([OH:50])([C:29]([F:32])([F:31])[F:30])=[O:48].[CH3:53][C:2]1[CH:7]=[C:6]([C:8]2[CH:13]=[C:12]([CH3:14])[CH:11]=[CH:10][C:9]=2[O:15][CH2:16][C:17]2[CH:22]=[CH:21][C:20]([C@H:23]3[CH2:24][CH2:25][C@H:26]([C:29]([F:30])([F:31])[F:32])[CH2:27][CH2:28]3)=[CH:19][CH:18]=2)[N:5]=[C:4]([N:33]2[C:37]([C:38]([F:41])([F:40])[F:39])=[C:36]([C:42]([OH:44])=[O:43])[CH:35]=[N:34]2)[CH:3]=1, predict the reactants needed to synthesize it. The reactants are: I[C:2]1[CH:7]=[C:6]([C:8]2[CH:13]=[C:12]([CH3:14])[CH:11]=[CH:10][C:9]=2[O:15][CH2:16][C:17]2[CH:22]=[CH:21][C:20]([C@H:23]3[CH2:28][CH2:27][C@H:26]([C:29]([F:32])([F:31])[F:30])[CH2:25][CH2:24]3)=[CH:19][CH:18]=2)[N:5]=[C:4]([N:33]2[C:37]([C:38]([F:41])([F:40])[F:39])=[C:36]([C:42]([O:44]CC)=[O:43])[CH:35]=[N:34]2)[CH:3]=1.[C:47]([O-:50])([O-])=[O:48].[K+].[K+].[CH3:53]B1OB(C)OB(C)O1. (3) Given the product [CH3:1][O:2][C:3]1[CH:4]=[CH:5][C:6]([CH2:7][O:8][C:9](=[O:57])[CH2:10][CH2:11][CH2:12][CH2:13][CH2:14][CH2:15][CH2:16][CH2:17][CH2:18][CH2:19][CH2:20][CH2:21][CH2:22][CH2:23][C:24](=[O:56])[N:25]([CH2:31][C:32]2[CH:33]=[C:34]([O:47][CH2:48][C:49]([O:51][C:52]([CH3:53])([CH3:55])[CH3:54])=[O:50])[CH:35]=[C:36]([O:38][CH2:39][C:40]([O:42][C:43]([CH3:44])([CH3:45])[CH3:46])=[O:41])[CH:37]=2)[CH2:26][CH2:27][C:28]([O:30][N:82]2[C:87](=[O:88])[CH2:86][CH2:85][C:83]2=[O:84])=[O:29])=[CH:58][CH:59]=1, predict the reactants needed to synthesize it. The reactants are: [CH3:1][O:2][C:3]1[CH:59]=[CH:58][C:6]([CH2:7][O:8][C:9](=[O:57])[CH2:10][CH2:11][CH2:12][CH2:13][CH2:14][CH2:15][CH2:16][CH2:17][CH2:18][CH2:19][CH2:20][CH2:21][CH2:22][CH2:23][C:24](=[O:56])[N:25]([CH2:31][C:32]2[CH:37]=[C:36]([O:38][CH2:39][C:40]([O:42][C:43]([CH3:46])([CH3:45])[CH3:44])=[O:41])[CH:35]=[C:34]([O:47][CH2:48][C:49]([O:51][C:52]([CH3:55])([CH3:54])[CH3:53])=[O:50])[CH:33]=2)[CH2:26][CH2:27][C:28]([OH:30])=[O:29])=[CH:5][CH:4]=1.C(N(C(C)C)CC)(C)C.[B-](F)(F)(F)F.CN(C(O[N:82]1[C:87](=[O:88])[CH2:86][CH2:85][C:83]1=[O:84])=[N+](C)C)C. (4) Given the product [C:1]1([C:7]2[N:8]=[CH:9][C:10]([C:19](=[O:21])[CH3:23])=[N:11][C:12]=2[C:13]2[CH:18]=[CH:17][CH:16]=[CH:15][CH:14]=2)[CH:2]=[CH:3][CH:4]=[CH:5][CH:6]=1, predict the reactants needed to synthesize it. The reactants are: [C:1]1([C:7]2[N:8]=[CH:9][C:10]([C:19]([O:21]C)=O)=[N:11][C:12]=2[C:13]2[CH:18]=[CH:17][CH:16]=[CH:15][CH:14]=2)[CH:6]=[CH:5][CH:4]=[CH:3][CH:2]=1.[CH3:23][Al](C)C.CNCCNC. (5) Given the product [F:64][C:65]([F:72])([C:68]([F:71])([F:70])[F:69])[CH2:66][O:34][C:33](=[O:35])[C@H:32]([OH:36])[CH2:31][N:15]([CH2:14][C:11]1[CH:12]=[CH:13][C:8]([C:6]2[CH:7]=[C:2]([Cl:1])[CH:3]=[CH:4][C:5]=2[F:37])=[CH:9][CH:10]=1)[NH:16][C:17]([C:19]1[O:23][N:22]=[C:21]([C:24]2[CH:29]=[CH:28][CH:27]=[CH:26][C:25]=2[F:30])[CH:20]=1)=[O:18], predict the reactants needed to synthesize it. The reactants are: [Cl:1][C:2]1[CH:3]=[CH:4][C:5]([F:37])=[C:6]([C:8]2[CH:13]=[CH:12][C:11]([CH2:14][N:15]([CH2:31][C@@H:32]([OH:36])[C:33]([OH:35])=[O:34])[NH:16][C:17]([C:19]3[O:23][N:22]=[C:21]([C:24]4[CH:29]=[CH:28][CH:27]=[CH:26][C:25]=4[F:30])[CH:20]=3)=[O:18])=[CH:10][CH:9]=2)[CH:7]=1.CCN=C=NCCCN(C)C.Cl.C1C=C2N=NN(O)C2=CC=1.O.C(Cl)Cl.[F:64][C:65]([F:72])([C:68]([F:71])([F:70])[F:69])[CH2:66]O. (6) Given the product [CH:28]1([NH:31][C:2]2[N:7]=[CH:6][C:5]([N:8]3[C:12]([C:13]4[CH:18]=[CH:17][CH:16]=[CH:15][CH:14]=4)=[CH:11][C:10]([C:19]([N:21]4[CH2:26][CH2:25][N:24]([CH3:27])[CH2:23][CH2:22]4)=[O:20])=[N:9]3)=[CH:4][CH:3]=2)[CH2:30][CH2:29]1, predict the reactants needed to synthesize it. The reactants are: Cl[C:2]1[N:7]=[CH:6][C:5]([N:8]2[C:12]([C:13]3[CH:18]=[CH:17][CH:16]=[CH:15][CH:14]=3)=[CH:11][C:10]([C:19]([N:21]3[CH2:26][CH2:25][N:24]([CH3:27])[CH2:23][CH2:22]3)=[O:20])=[N:9]2)=[CH:4][CH:3]=1.[CH:28]1([NH2:31])[CH2:30][CH2:29]1. (7) Given the product [C:25]([C:28]1[S:29][CH:30]=[CH:31][C:32]=1[C:5]1[CH:6]=[CH:7][C:8]([C:10]2[S:11][CH:12]=[C:13]([C:15]3[CH:20]=[CH:19][C:18]([Cl:21])=[C:17]([Cl:22])[CH:16]=3)[N:14]=2)=[CH:9][C:4]=1[C:3]([OH:2])=[O:24])(=[O:27])[CH3:26], predict the reactants needed to synthesize it. The reactants are: C[O:2][C:3](=[O:24])[C:4]1[CH:9]=[C:8]([C:10]2[S:11][CH:12]=[C:13]([C:15]3[CH:20]=[CH:19][C:18]([Cl:21])=[C:17]([Cl:22])[CH:16]=3)[N:14]=2)[CH:7]=[CH:6][C:5]=1Br.[C:25]([C:28]1[S:29][CH:30]=[CH:31][C:32]=1B(O)O)(=[O:27])[CH3:26]. (8) Given the product [C:1]([NH:5][C:6]([C:8]1([C:15]2[CH:20]=[CH:19][CH:18]=[CH:17][C:16]=2[F:21])[CH2:13][CH2:12][NH:11][CH2:10][CH2:9]1)=[O:7])([CH3:4])([CH3:2])[CH3:3], predict the reactants needed to synthesize it. The reactants are: [C:1]([NH:5][C:6]([C:8]1([C:15]2[CH:20]=[CH:19][CH:18]=[CH:17][C:16]=2[F:21])[CH2:13][CH2:12][N:11](C)[CH2:10][CH2:9]1)=[O:7])([CH3:4])([CH3:3])[CH3:2].ClC(OC(Cl)C)=O. (9) Given the product [CH:1]1([CH2:6][CH:7]([N:11]2[C:16](=[O:17])[CH:15]=[C:14]([S:18][C:19]3[CH:20]=[CH:21][CH:22]=[CH:23][CH:24]=3)[CH:13]=[N:12]2)[C:8]([NH:25][C:26]2[CH:30]=[CH:29][N:28]([CH2:31][C:32]([OH:34])([CH3:33])[CH3:35])[N:27]=2)=[O:10])[CH2:2][CH2:3][CH2:4][CH2:5]1, predict the reactants needed to synthesize it. The reactants are: [CH:1]1([CH2:6][CH:7]([N:11]2[C:16](=[O:17])[CH:15]=[C:14]([S:18][C:19]3[CH:24]=[CH:23][CH:22]=[CH:21][CH:20]=3)[CH:13]=[N:12]2)[C:8]([OH:10])=O)[CH2:5][CH2:4][CH2:3][CH2:2]1.[NH2:25][C:26]1[CH:30]=[CH:29][N:28]([CH2:31][C:32]([CH3:35])([OH:34])[CH3:33])[N:27]=1.